This data is from Reaction yield outcomes from USPTO patents with 853,638 reactions. The task is: Predict the reaction yield, written as a fraction of the theoretical maximum amount of product (1.0 means a 100% yield; for example, 0.34 means a 34% yield). (1) The reactants are [F:1][C:2]1[CH:25]=[C:24]([N+:26]([O-:28])=[O:27])[CH:23]=[CH:22][C:3]=1[O:4][C:5]1[CH:10]=[CH:9][N:8]=[C:7]2[CH:11]=[C:12]([C:14]3[CH:15]=[N:16][N:17]([CH2:19][CH:20]=O)[CH:18]=3)[S:13][C:6]=12.CC(O)=O.[CH3:33][NH:34][CH2:35][CH2:36][OH:37].C(O[BH-](OC(=O)C)OC(=O)C)(=O)C.[Na+]. The catalyst is C(Cl)Cl.C([O-])(O)=O.[Na+]. The product is [F:1][C:2]1[CH:25]=[C:24]([N+:26]([O-:28])=[O:27])[CH:23]=[CH:22][C:3]=1[O:4][C:5]1[CH:10]=[CH:9][N:8]=[C:7]2[CH:11]=[C:12]([C:14]3[CH:15]=[N:16][N:17]([CH2:19][CH2:20][N:34]([CH3:33])[CH2:35][CH2:36][OH:37])[CH:18]=3)[S:13][C:6]=12. The yield is 1.00. (2) The reactants are [CH:1]12[CH2:10][CH:5]3[CH2:6][CH:7]([CH2:9][CH:3]([CH2:4]3)[CH:2]1[C:11]([NH2:13])=[O:12])[CH2:8]2.N[C:15]1[CH:16]=[C:17]([CH:29]=[CH:30][C:31]=1[O:32][CH3:33])[C:18]([NH:20][C:21]1[CH:26]=[CH:25][C:24]([Cl:27])=[C:23]([Cl:28])[CH:22]=1)=[O:19]. No catalyst specified. The product is [Cl:28][C:23]1[CH:22]=[C:21]([NH:20][C:18]([C:17]2[CH:16]=[CH:15][C:31]([O:32][CH3:33])=[C:30]([NH:13][C:11]([CH:2]3[CH:1]4[CH2:10][CH:5]5[CH2:6][CH:7]([CH2:9][CH:3]3[CH2:4]5)[CH2:8]4)=[O:12])[CH:29]=2)=[O:19])[CH:26]=[CH:25][C:24]=1[Cl:27]. The yield is 0.657.